From a dataset of Reaction yield outcomes from USPTO patents with 853,638 reactions. Predict the reaction yield, written as a fraction of the theoretical maximum amount of product (1.0 means a 100% yield; for example, 0.34 means a 34% yield). (1) The reactants are [NH2:1][C:2]1[C:3]([CH3:30])=[C:4]([C:19]2[CH:20]=[CH:21][C:22]([O:28][CH3:29])=[C:23]([CH:27]=2)[C:24]([OH:26])=[O:25])[CH:5]=[N:6][C:7]=1[O:8][C:9]1[C:18]2[CH2:17][CH2:16][CH2:15][CH2:14][C:13]=2[CH:12]=[CH:11][CH:10]=1.[Cl:31][C:32]1[CH:37]=[CH:36][CH:35]=[CH:34][C:33]=1[N:38]=[C:39]=[O:40]. The catalyst is C1COCC1. The product is [Cl:31][C:32]1[CH:37]=[CH:36][CH:35]=[CH:34][C:33]=1[NH:38][C:39](=[O:40])[NH:1][C:2]1[C:3]([CH3:30])=[C:4]([C:19]2[CH:20]=[CH:21][C:22]([O:28][CH3:29])=[C:23]([CH:27]=2)[C:24]([OH:26])=[O:25])[CH:5]=[N:6][C:7]=1[O:8][C:9]1[C:18]2[CH2:17][CH2:16][CH2:15][CH2:14][C:13]=2[CH:12]=[CH:11][CH:10]=1. The yield is 0.690. (2) The yield is 0.700. The catalyst is ClC1C=CC=CC=1Cl. The reactants are C(OC([N:8]1[C:21]2[C:12](=[C:13]3[C:18](=[CH:19][CH:20]=2)[CH2:17][CH2:16][C@H:15]([C:22]([CH3:30])([CH3:29])[O:23][SiH2:24][C:25]([CH3:28])([CH3:27])[CH3:26])[O:14]3)[CH2:11][CH2:10][CH:9]1O)=O)(C)(C)C. The product is [C:25]([SiH2:24][O:23][C:22]([CH3:30])([CH3:29])[C@H:15]1[CH2:16][CH2:17][C:18]2[C:13](=[C:12]3[C:21](=[CH:20][CH:19]=2)[N:8]=[CH:9][CH:10]=[CH:11]3)[O:14]1)([CH3:28])([CH3:26])[CH3:27]. (3) The reactants are [O:1]1[C:5]2[CH:6]=[CH:7][CH:8]=[CH:9][C:4]=2[CH:3]=[CH:2]1.[C:10]([O:14][C:15]([N:17]1[CH2:22][CH2:21][CH2:20][CH2:19][CH:18]1[C:23](=[O:28])N(OC)C)=[O:16])([CH3:13])([CH3:12])[CH3:11].[Cl-].[NH4+]. The catalyst is C1COCC1. The product is [O:1]1[C:5]2[CH:6]=[CH:7][CH:8]=[CH:9][C:4]=2[CH:3]=[C:2]1[C:23]([CH:18]1[CH2:19][CH2:20][CH2:21][CH2:22][N:17]1[C:15]([O:14][C:10]([CH3:13])([CH3:12])[CH3:11])=[O:16])=[O:28]. The yield is 0.260.